Task: Regression. Given two drug SMILES strings and cell line genomic features, predict the synergy score measuring deviation from expected non-interaction effect.. Dataset: NCI-60 drug combinations with 297,098 pairs across 59 cell lines (1) Drug 1: C1=CC(=CC=C1CCC2=CNC3=C2C(=O)NC(=N3)N)C(=O)NC(CCC(=O)O)C(=O)O. Drug 2: CC(C)CN1C=NC2=C1C3=CC=CC=C3N=C2N. Cell line: 786-0. Synergy scores: CSS=23.8, Synergy_ZIP=3.19, Synergy_Bliss=4.07, Synergy_Loewe=-4.60, Synergy_HSA=3.31. (2) Drug 1: CC1C(C(CC(O1)OC2CC(CC3=C2C(=C4C(=C3O)C(=O)C5=C(C4=O)C(=CC=C5)OC)O)(C(=O)C)O)N)O.Cl. Drug 2: C1=CN(C=N1)CC(O)(P(=O)(O)O)P(=O)(O)O. Cell line: SK-OV-3. Synergy scores: CSS=0.386, Synergy_ZIP=-4.07, Synergy_Bliss=-8.75, Synergy_Loewe=-7.89, Synergy_HSA=-8.03. (3) Cell line: MCF7. Synergy scores: CSS=30.7, Synergy_ZIP=1.43, Synergy_Bliss=0.736, Synergy_Loewe=-16.6, Synergy_HSA=0.206. Drug 2: C#CCC(CC1=CN=C2C(=N1)C(=NC(=N2)N)N)C3=CC=C(C=C3)C(=O)NC(CCC(=O)O)C(=O)O. Drug 1: CC1=C2C(C(=O)C3(C(CC4C(C3C(C(C2(C)C)(CC1OC(=O)C(C(C5=CC=CC=C5)NC(=O)OC(C)(C)C)O)O)OC(=O)C6=CC=CC=C6)(CO4)OC(=O)C)O)C)O. (4) Drug 1: CN(CC1=CN=C2C(=N1)C(=NC(=N2)N)N)C3=CC=C(C=C3)C(=O)NC(CCC(=O)O)C(=O)O. Drug 2: C1CC(C1)(C(=O)O)C(=O)O.[NH2-].[NH2-].[Pt+2]. Cell line: SK-MEL-5. Synergy scores: CSS=40.9, Synergy_ZIP=-5.48, Synergy_Bliss=-2.32, Synergy_Loewe=-35.9, Synergy_HSA=1.50. (5) Drug 1: C1=CC=C(C=C1)NC(=O)CCCCCCC(=O)NO. Drug 2: CC1CCCC2(C(O2)CC(NC(=O)CC(C(C(=O)C(C1O)C)(C)C)O)C(=CC3=CSC(=N3)C)C)C. Cell line: OVCAR-4. Synergy scores: CSS=32.8, Synergy_ZIP=-4.26, Synergy_Bliss=-5.57, Synergy_Loewe=-18.5, Synergy_HSA=-4.14. (6) Drug 1: C1C(C(OC1N2C=NC3=C(N=C(N=C32)Cl)N)CO)O. Drug 2: CS(=O)(=O)OCCCCOS(=O)(=O)C. Cell line: CCRF-CEM. Synergy scores: CSS=64.1, Synergy_ZIP=-2.18, Synergy_Bliss=-1.37, Synergy_Loewe=-10.1, Synergy_HSA=0.0976. (7) Drug 1: C1CN1P(=S)(N2CC2)N3CC3. Drug 2: C1=NC2=C(N=C(N=C2N1C3C(C(C(O3)CO)O)F)Cl)N. Cell line: SK-MEL-28. Synergy scores: CSS=16.7, Synergy_ZIP=-2.37, Synergy_Bliss=2.48, Synergy_Loewe=-5.10, Synergy_HSA=2.60. (8) Drug 1: CN(C)N=NC1=C(NC=N1)C(=O)N. Drug 2: CCCS(=O)(=O)NC1=C(C(=C(C=C1)F)C(=O)C2=CNC3=C2C=C(C=N3)C4=CC=C(C=C4)Cl)F. Cell line: IGROV1. Synergy scores: CSS=15.8, Synergy_ZIP=-5.03, Synergy_Bliss=4.38, Synergy_Loewe=2.33, Synergy_HSA=4.17. (9) Drug 1: C1C(C(OC1N2C=NC3=C(N=C(N=C32)Cl)N)CO)O. Drug 2: CCCCC(=O)OCC(=O)C1(CC(C2=C(C1)C(=C3C(=C2O)C(=O)C4=C(C3=O)C=CC=C4OC)O)OC5CC(C(C(O5)C)O)NC(=O)C(F)(F)F)O. Cell line: COLO 205. Synergy scores: CSS=66.5, Synergy_ZIP=-4.39, Synergy_Bliss=-6.37, Synergy_Loewe=-8.81, Synergy_HSA=-2.33.